From a dataset of hERG potassium channel inhibition data for cardiac toxicity prediction from Karim et al.. Regression/Classification. Given a drug SMILES string, predict its toxicity properties. Task type varies by dataset: regression for continuous values (e.g., LD50, hERG inhibition percentage) or binary classification for toxic/non-toxic outcomes (e.g., AMES mutagenicity, cardiotoxicity, hepatotoxicity). Dataset: herg_karim. The molecule is O=C(O)CCNc1cc(N2CCc3ccccc3CC2)nc(-c2ccccn2)n1. The result is 0 (non-blocker).